From a dataset of Peptide-MHC class I binding affinity with 185,985 pairs from IEDB/IMGT. Regression. Given a peptide amino acid sequence and an MHC pseudo amino acid sequence, predict their binding affinity value. This is MHC class I binding data. (1) The peptide sequence is KLAEIFQPF. The MHC is HLA-A01:01 with pseudo-sequence HLA-A01:01. The binding affinity (normalized) is 0.0847. (2) The peptide sequence is KRLAETLAL. The MHC is Mamu-B08 with pseudo-sequence Mamu-B08. The binding affinity (normalized) is 0.630.